Dataset: Full USPTO retrosynthesis dataset with 1.9M reactions from patents (1976-2016). Task: Predict the reactants needed to synthesize the given product. (1) Given the product [F:9][C:8]([F:11])([F:10])[CH:7]([C:4]1[S:5][CH:6]=[C:2]([C:20]2[CH:21]=[C:22]3[C:27](=[CH:28][CH:29]=2)[N:26]=[CH:25][CH:24]=[N:23]3)[CH:3]=1)[OH:12], predict the reactants needed to synthesize it. The reactants are: Br[C:2]1[CH:3]=[C:4]([CH:7]([OH:12])[C:8]([F:11])([F:10])[F:9])[S:5][CH:6]=1.CC1(C)COB([C:20]2[CH:21]=[C:22]3[C:27](=[CH:28][CH:29]=2)[N:26]=[CH:25][CH:24]=[N:23]3)OC1.C([O-])([O-])=O.[Na+].[Na+]. (2) Given the product [Cl:8][C:6]1[N:5]=[C:4]([C:9]2[CH:14]=[C:13]([Cl:15])[CH:12]=[CH:11][C:10]=2[CH3:16])[N:3]=[C:2]([NH:17][C:18]2[CH:25]=[CH:24][C:21]([CH2:22][OH:23])=[CH:20][CH:19]=2)[N:7]=1, predict the reactants needed to synthesize it. The reactants are: Cl[C:2]1[N:7]=[C:6]([Cl:8])[N:5]=[C:4]([C:9]2[CH:14]=[C:13]([Cl:15])[CH:12]=[CH:11][C:10]=2[CH3:16])[N:3]=1.[NH2:17][C:18]1[CH:25]=[CH:24][C:21]([CH2:22][OH:23])=[CH:20][CH:19]=1. (3) Given the product [CH3:30][C@H:26]1[CH2:27][CH2:28][CH2:29][N:25]1[CH2:24][CH2:23][NH:22][C:14](=[C:17]([C:20]#[N:21])[C:18]#[N:19])[N:11]1[CH2:12][CH2:13][CH:8]([CH2:7][N:3]2[CH2:4][CH2:5][CH2:6][CH:2]2[CH3:1])[CH2:9][CH2:10]1, predict the reactants needed to synthesize it. The reactants are: [CH3:1][CH:2]1[CH2:6][CH2:5][CH2:4][N:3]1[CH2:7][CH:8]1[CH2:13][CH2:12][N:11]([C:14](=[C:17]([C:20]#[N:21])[C:18]#[N:19])SC)[CH2:10][CH2:9]1.[NH2:22][CH2:23][CH2:24][N:25]1[CH2:29][CH2:28][CH2:27][C@@H:26]1[CH3:30]. (4) Given the product [CH3:26][S:27]([CH2:30][C:31]1[CH:36]=[CH:35][C:34]([C:2]2[CH:3]=[C:4]3[CH2:25][C:9]4([CH2:24][C:11]5([CH2:12][CH2:13][N:14]([C:17]([O:19][C:20]([CH3:23])([CH3:22])[CH3:21])=[O:18])[CH2:15][CH2:16]5)[CH2:10]4)[O:8][C:5]3=[CH:6][N:7]=2)=[CH:33][CH:32]=1)(=[O:28])=[O:29], predict the reactants needed to synthesize it. The reactants are: Cl[C:2]1[CH:3]=[C:4]2[CH2:25][C:9]3([CH2:24][C:11]4([CH2:16][CH2:15][N:14]([C:17]([O:19][C:20]([CH3:23])([CH3:22])[CH3:21])=[O:18])[CH2:13][CH2:12]4)[CH2:10]3)[O:8][C:5]2=[CH:6][N:7]=1.[CH3:26][S:27]([CH2:30][C:31]1[CH:36]=[CH:35][C:34](B(O)O)=[CH:33][CH:32]=1)(=[O:29])=[O:28].